Dataset: CYP1A2 inhibition data for predicting drug metabolism from PubChem BioAssay. Task: Regression/Classification. Given a drug SMILES string, predict its absorption, distribution, metabolism, or excretion properties. Task type varies by dataset: regression for continuous measurements (e.g., permeability, clearance, half-life) or binary classification for categorical outcomes (e.g., BBB penetration, CYP inhibition). Dataset: cyp1a2_veith. (1) The molecule is Cc1ccc(S(=O)(=O)Nc2cc(=O)[nH]c3c2CCC3)cc1. The result is 1 (inhibitor). (2) The molecule is Cc1ccccc1Oc1ncnc2sccc12. The result is 1 (inhibitor). (3) The molecule is COc1ncc2nc(C)c(=O)n(Cc3cccs3)c2n1. The result is 1 (inhibitor). (4) The compound is COc1ccccc1-c1ccc2ncnc(N3CCN(C)CC3)c2c1. The result is 1 (inhibitor). (5) The compound is CCc1ccc(C(=O)COC(=O)c2cccc(N3C(=O)c4c(C)nc5ccccc5c4C3=O)c2)cc1. The result is 0 (non-inhibitor). (6) The drug is CC(=O)OC[C@@H]1O[C@@H](O/N=C2/C[C@@H](O)[C@@H](O)[C@@H]3[C@@H]4C(=O)N([C@@H](C)c5ccccc5)C(=O)[C@H]4CC[C@@H]23)[C@H](OC(C)=O)[C@H](OC(C)=O)[C@@H]1OC(C)=O. The result is 0 (non-inhibitor). (7) The drug is COc1ccc(O[C@H]2C=C[C@@H](c3ccccc3)O[C@@H]2CO/N=C\[C@@H](C)[C@H](OCc2ccccc2)C(C)C)cc1. The result is 0 (non-inhibitor). (8) The drug is c1cncc(-c2cncnc2-n2ccnc2)c1. The result is 1 (inhibitor).